Dataset: Catalyst prediction with 721,799 reactions and 888 catalyst types from USPTO. Task: Predict which catalyst facilitates the given reaction. Reactant: [F:1][C:2]1[CH:11]=[C:10]([F:12])[CH:9]=[C:8]2[C:3]=1[C:4]([NH:20][C:21]1[CH:22]=[C:23](B(O)O)[CH:24]=[N:25][C:26]=1[N:27]1[CH2:32][CH2:31][O:30][CH2:29][CH2:28]1)=[C:5]([CH3:19])[C:6]([C:13]1[CH:18]=[CH:17][CH:16]=[CH:15][N:14]=1)=[N:7]2.Cl[C:37]1[CH:42]=[C:41]([CH3:43])[N:40]=[C:39]([NH2:44])[N:38]=1.C(=O)([O-])[O-].[Na+].[Na+].O1CCOCC1. Product: [NH2:44][C:39]1[N:38]=[C:37]([C:23]2[CH:22]=[C:21]([NH:20][C:4]3[C:3]4[C:8](=[CH:9][C:10]([F:12])=[CH:11][C:2]=4[F:1])[N:7]=[C:6]([C:13]4[CH:18]=[CH:17][CH:16]=[CH:15][N:14]=4)[C:5]=3[CH3:19])[C:26]([N:27]3[CH2:32][CH2:31][O:30][CH2:29][CH2:28]3)=[N:25][CH:24]=2)[CH:42]=[C:41]([CH3:43])[N:40]=1. The catalyst class is: 189.